This data is from Reaction yield outcomes from USPTO patents with 853,638 reactions. The task is: Predict the reaction yield, written as a fraction of the theoretical maximum amount of product (1.0 means a 100% yield; for example, 0.34 means a 34% yield). The reactants are [NH2:1][C:2]1[N:7]=[CH:6][N:5]=[C:4]2[N:8]([CH:19]([C:21]3[O:22][C:23](=[O:37])[C:24]4[C:29]([C:30]=3[C:31]3[CH:36]=[CH:35][CH:34]=[CH:33][CH:32]=3)=[CH:28][CH:27]=[CH:26][CH:25]=4)[CH3:20])[N:9]=[C:10]([C:11]3[CH:12]=[N:13][C:14]([O:17]C)=[CH:15][CH:16]=3)[C:3]=12.CC(O)=O. The product is [NH2:1][C:2]1[N:7]=[CH:6][N:5]=[C:4]2[N:8]([CH:19]([C:21]3[O:22][C:23](=[O:37])[C:24]4[C:29]([C:30]=3[C:31]3[CH:32]=[CH:33][CH:34]=[CH:35][CH:36]=3)=[CH:28][CH:27]=[CH:26][CH:25]=4)[CH3:20])[N:9]=[C:10]([C:11]3[CH:12]=[N:13][C:14]([OH:17])=[CH:15][CH:16]=3)[C:3]=12. The yield is 0.254. The catalyst is Br.O.